This data is from Catalyst prediction with 721,799 reactions and 888 catalyst types from USPTO. The task is: Predict which catalyst facilitates the given reaction. (1) Reactant: [Cl:1][C:2]1[CH:8]=[CH:7][C:5]([NH2:6])=[CH:4][C:3]=1[C:9]([F:12])([F:11])[F:10].[CH2:13]([O:15][C:16]1[C:21](=[O:22])[NH:20][CH:19]=[C:18]([C:23]2[CH:28]=[CH:27][C:26]([CH2:29][C:30](O)=[O:31])=[C:25]([F:33])[CH:24]=2)[CH:17]=1)[CH3:14].C1C=CC2N(O)N=NC=2C=1.C(Cl)CCl.CCN(CC)CC. Product: [Cl:1][C:2]1[CH:8]=[CH:7][C:5]([NH:6][C:30](=[O:31])[CH2:29][C:26]2[CH:27]=[CH:28][C:23]([C:18]3[CH:17]=[C:16]([O:15][CH2:13][CH3:14])[C:21](=[O:22])[NH:20][CH:19]=3)=[CH:24][C:25]=2[F:33])=[CH:4][C:3]=1[C:9]([F:10])([F:11])[F:12]. The catalyst class is: 3. (2) Reactant: [Cl:1][C:2]1[S:6][C:5]([C:7]([NH:9][C@H:10]2[CH2:14][N:13]([C:15]([O:17]C(C)(C)C)=O)[C@H:12]([CH2:22]O)[CH2:11]2)=[O:8])=[CH:4][CH:3]=1.[CH2:24]([N:26]([CH2:29][CH3:30])[CH2:27][CH3:28])C.[CH3:31][S:32](Cl)(=O)=O.[OH2:36]. Product: [C:7]([NH:9][CH2:22][C@H:12]1[N:13]([C:15]([C:31]2[S:32][C:4]3[CH2:28][CH2:27][N:26]([CH3:24])[CH2:29][CH2:30][C:3]=3[CH:2]=2)=[O:17])[CH2:14][C@H:10]([NH:9][C:7]([C:5]2[S:6][C:2]([Cl:1])=[CH:3][CH:4]=2)=[O:8])[CH2:11]1)(=[O:36])[CH3:5]. The catalyst class is: 2. (3) Reactant: [CH:1]([Si:3](Cl)(Cl)Cl)=[CH2:2].[C:7](O)(=O)[CH2:8][CH2:9][CH2:10][CH2:11][CH2:12][CH2:13][CH2:14][CH2:15][CH2:16][CH2:17][CH2:18][CH2:19][CH2:20][CH2:21][CH2:22][CH2:23][CH3:24]. Product: [CH:1]([Si:3]([CH2:24][CH2:23][CH2:22][CH2:21][CH2:20][CH2:19][CH2:18][CH2:17][CH2:16][CH2:15][CH2:14][CH2:13][CH2:12][CH2:11][CH2:10][CH2:9][CH2:8][CH3:7])([CH2:24][CH2:23][CH2:22][CH2:21][CH2:20][CH2:19][CH2:18][CH2:17][CH2:16][CH2:15][CH2:14][CH2:13][CH2:12][CH2:11][CH2:10][CH2:9][CH2:8][CH3:7])[CH2:7][CH2:8][CH2:9][CH2:10][CH2:11][CH2:12][CH2:13][CH2:14][CH2:15][CH2:16][CH2:17][CH2:18][CH2:19][CH2:20][CH2:21][CH2:22][CH2:23][CH3:24])=[CH2:2]. The catalyst class is: 11. (4) Reactant: [C:1]([O:5][C:6]([NH:8][CH2:9][C:10]1[CH:11]=[C:12]([C:17]2[N:22]=[C:21]([C:23]([OH:25])=O)[CH:20]=[CH:19][CH:18]=2)[CH:13]=[C:14]([F:16])[CH:15]=1)=[O:7])([CH3:4])([CH3:3])[CH3:2].[NH2:26][C:27]1[CH:32]=[CH:31][CH:30]=[CH:29][C:28]=1[CH2:33][C:34]([O:36][C:37]([CH3:40])([CH3:39])[CH3:38])=[O:35].CCOC(C)=O. Product: [C:1]([O:5][C:6]([NH:8][CH2:9][C:10]1[CH:11]=[C:12]([C:17]2[N:22]=[C:21]([C:23]([NH:26][C:27]3[CH:32]=[CH:31][CH:30]=[CH:29][C:28]=3[CH2:33][C:34]([O:36][C:37]([CH3:40])([CH3:39])[CH3:38])=[O:35])=[O:25])[CH:20]=[CH:19][CH:18]=2)[CH:13]=[C:14]([F:16])[CH:15]=1)=[O:7])([CH3:4])([CH3:3])[CH3:2]. The catalyst class is: 2. (5) Reactant: [N+:1]([C:4]1[CH:5]=[C:6]([CH:9]=[CH:10][CH:11]=1)[CH2:7]Br)([O-:3])=[O:2].[CH2:12]([O:14][P:15]([O:19]CC)[O:16][CH2:17][CH3:18])[CH3:13]. Product: [N+:1]([C:4]1[CH:5]=[C:6]([CH:9]=[CH:10][CH:11]=1)[CH2:7][P:15](=[O:19])([O:16][CH2:17][CH3:18])[O:14][CH2:12][CH3:13])([O-:3])=[O:2]. The catalyst class is: 39. (6) Reactant: [CH3:1][O:2][C:3]1[N:4]([C:19]2[CH:24]=[CH:23][CH:22]=[CH:21][CH:20]=2)[C:5]([C:13]2[CH:18]=[CH:17][CH:16]=[CH:15][CH:14]=2)=[C:6]([C:8]([O:10]CC)=[O:9])[N:7]=1.[OH-].[Na+].C(O)C.Cl. Product: [CH3:1][O:2][C:3]1[N:4]([C:19]2[CH:24]=[CH:23][CH:22]=[CH:21][CH:20]=2)[C:5]([C:13]2[CH:18]=[CH:17][CH:16]=[CH:15][CH:14]=2)=[C:6]([C:8]([OH:10])=[O:9])[N:7]=1. The catalyst class is: 6.